This data is from NCI-60 drug combinations with 297,098 pairs across 59 cell lines. The task is: Regression. Given two drug SMILES strings and cell line genomic features, predict the synergy score measuring deviation from expected non-interaction effect. (1) Drug 1: CC1=C(C=C(C=C1)NC2=NC=CC(=N2)N(C)C3=CC4=NN(C(=C4C=C3)C)C)S(=O)(=O)N.Cl. Drug 2: C1CC(C1)(C(=O)O)C(=O)O.[NH2-].[NH2-].[Pt+2]. Cell line: SNB-19. Synergy scores: CSS=38.0, Synergy_ZIP=0.492, Synergy_Bliss=3.93, Synergy_Loewe=-0.544, Synergy_HSA=2.86. (2) Drug 1: CN1C(=O)N2C=NC(=C2N=N1)C(=O)N. Drug 2: CC1=C(C=C(C=C1)C(=O)NC2=CC(=CC(=C2)C(F)(F)F)N3C=C(N=C3)C)NC4=NC=CC(=N4)C5=CN=CC=C5. Cell line: NCI/ADR-RES. Synergy scores: CSS=0.911, Synergy_ZIP=-1.55, Synergy_Bliss=-2.87, Synergy_Loewe=-5.37, Synergy_HSA=-4.83. (3) Drug 1: C1CCN(CC1)CCOC2=CC=C(C=C2)C(=O)C3=C(SC4=C3C=CC(=C4)O)C5=CC=C(C=C5)O. Drug 2: C1=CC(=CC=C1CC(C(=O)O)N)N(CCCl)CCCl.Cl. Cell line: TK-10. Synergy scores: CSS=4.75, Synergy_ZIP=-1.58, Synergy_Bliss=-0.652, Synergy_Loewe=-4.68, Synergy_HSA=-3.43. (4) Drug 1: CN1C2=C(C=C(C=C2)N(CCCl)CCCl)N=C1CCCC(=O)O.Cl. Drug 2: COC1=NC(=NC2=C1N=CN2C3C(C(C(O3)CO)O)O)N. Cell line: HCC-2998. Synergy scores: CSS=-8.09, Synergy_ZIP=2.48, Synergy_Bliss=-1.12, Synergy_Loewe=-6.28, Synergy_HSA=-5.48.